Dataset: Catalyst prediction with 721,799 reactions and 888 catalyst types from USPTO. Task: Predict which catalyst facilitates the given reaction. (1) Reactant: [C:1]1(=[O:7])[O:6][C:4](=[O:5])[CH2:3][CH2:2]1.ClC(Cl)C(Cl)Cl.[Al+3].[Cl-].[Cl-].[Cl-].[CH3:18][C:19]1[CH:24]=[CH:23][CH:22]=[CH:21][C:20]=1[O:25][CH3:26].Cl. Product: [CH3:26][O:25][C:20]1[CH:21]=[CH:22][C:23]([CH:3]([CH2:2][CH:1]=[O:7])[C:4]([OH:6])=[O:5])=[CH:24][C:19]=1[CH3:18]. The catalyst class is: 229. (2) Reactant: [H-].[Na+].[I:3][C:4]1[CH:9]=[CH:8][C:7]([C:10]2[CH2:14][C:13](=[O:15])[O:12][N:11]=2)=[CH:6][CH:5]=1.Cl[CH2:17][O:18][CH3:19]. Product: [I:3][C:4]1[CH:5]=[CH:6][C:7]([C:10]2[CH:14]=[C:13]([O:15][CH2:17][O:18][CH3:19])[O:12][N:11]=2)=[CH:8][CH:9]=1. The catalyst class is: 1. (3) Reactant: [H-].[H-].[H-].[H-].[Li+].[Al+3].[Cl:7][C:8]1[C:9]2[CH:24]=[C:23]([Cl:25])[CH:22]=[CH:21][C:10]=2[S:11][C:12]=1[CH:13]([O:19][CH3:20])[CH:14]([N+:16]([O-])=O)[CH3:15].O. Product: [Cl:7][C:8]1[C:9]2[CH:24]=[C:23]([Cl:25])[CH:22]=[CH:21][C:10]=2[S:11][C:12]=1[CH:13]([O:19][CH3:20])[CH:14]([NH2:16])[CH3:15]. The catalyst class is: 27. (4) Reactant: [Cl:1][C:2]1[C:3]([C:10]2[CH:15]=[CH:14][C:13]([C:16]([F:19])([F:18])[F:17])=[C:12]([F:20])[CH:11]=2)=[N:4][O:5][C:6]=1[C:7](O)=[O:8].S(Cl)([Cl:23])=O. Product: [Cl:1][C:2]1[C:3]([C:10]2[CH:15]=[CH:14][C:13]([C:16]([F:19])([F:18])[F:17])=[C:12]([F:20])[CH:11]=2)=[N:4][O:5][C:6]=1[C:7]([Cl:23])=[O:8]. The catalyst class is: 4. (5) Reactant: [CH3:1][O:2][C:3]1[CH:8]=[CH:7][C:6]([C:9]2[CH:10]=[C:11]3[C:15](=[CH:16][CH:17]=2)[NH:14][C:13]2[N:18]=[CH:19][C:20]([C:22]4[CH:27]=[CH:26][CH:25]=[C:24]([N+:28]([O-])=O)[CH:23]=4)=[CH:21][C:12]3=2)=[CH:5][CH:4]=1.CO. Product: [CH3:1][O:2][C:3]1[CH:4]=[CH:5][C:6]([C:9]2[CH:10]=[C:11]3[C:15](=[CH:16][CH:17]=2)[NH:14][C:13]2[N:18]=[CH:19][C:20]([C:22]4[CH:23]=[C:24]([NH2:28])[CH:25]=[CH:26][CH:27]=4)=[CH:21][C:12]3=2)=[CH:7][CH:8]=1. The catalyst class is: 123.